Predict which catalyst facilitates the given reaction. From a dataset of Catalyst prediction with 721,799 reactions and 888 catalyst types from USPTO. Reactant: [CH3:1][O:2][C:3]1[C:10]([O:11][CH3:12])=[CH:9][C:6]([C:7]#[N:8])=[C:5]([N+:13]([O-:15])=[O:14])[CH:4]=1.C([Sn](=O)CCCC)CCC.[N-:26]=[N+:27]=[N-:28]. Product: [CH3:1][O:2][C:3]1[C:10]([O:11][CH3:12])=[CH:9][C:6]([C:7]2[N:26]=[N:27][NH:28][N:8]=2)=[C:5]([N+:13]([O-:15])=[O:14])[CH:4]=1. The catalyst class is: 11.